This data is from Forward reaction prediction with 1.9M reactions from USPTO patents (1976-2016). The task is: Predict the product of the given reaction. (1) Given the reactants [C:1]([O:5][C:6]([N:8]1[CH2:13][CH2:12][CH2:11][CH:10]([CH2:14][OH:15])[CH2:9]1)=[O:7])([CH3:4])([CH3:3])[CH3:2].C(OCC)C, predict the reaction product. The product is: [C:1]([O:5][C:6]([N:8]1[CH2:13][CH2:12][CH2:11][CH:10]([CH:14]=[O:15])[CH2:9]1)=[O:7])([CH3:4])([CH3:3])[CH3:2]. (2) Given the reactants [C:1]1([S:7]([N:10]2[C:18]3[C:13](=[CH:14][C:15]([C:19]4[S:20][CH2:21][C@@H:22]([C:24](O)=[O:25])[N:23]=4)=[CH:16][CH:17]=3)[CH:12]=[CH:11]2)(=[O:9])=[O:8])[CH:6]=[CH:5][CH:4]=[CH:3][CH:2]=1.[CH3:27][O:28][N:29](C)[C:30](C1OC(C2C=CC=CC=2)=CC=1)=O, predict the reaction product. The product is: [CH3:27][O:28][N:29]([CH3:30])[C:24]([C@@H:22]1[CH2:21][S:20][C:19]([C:15]2[CH:14]=[C:13]3[C:18](=[CH:17][CH:16]=2)[N:10]([S:7]([C:1]2[CH:6]=[CH:5][CH:4]=[CH:3][CH:2]=2)(=[O:9])=[O:8])[CH:11]=[CH:12]3)=[N:23]1)=[O:25]. (3) Given the reactants [NH2:1][C:2]1[CH:3]=[C:4]([OH:12])[C:5](=[CH:10][CH:11]=1)[C:6]([O:8][CH3:9])=[O:7].[Cl:13][C:14]1[CH:19]=[CH:18][C:17]([S:20](Cl)(=[O:22])=[O:21])=[CH:16][CH:15]=1, predict the reaction product. The product is: [Cl:13][C:14]1[CH:19]=[CH:18][C:17]([S:20]([NH:1][C:2]2[CH:11]=[CH:10][C:5]([C:6]([O:8][CH3:9])=[O:7])=[C:4]([OH:12])[CH:3]=2)(=[O:22])=[O:21])=[CH:16][CH:15]=1. (4) Given the reactants ClC1C=CC(OC)=C(C=1)CC1C(=O)N(C(NC(CC)C(NCC(OC(C)(C)C)=O)=O)=O)CC(=O)NC1.ClC1C=CC(OC)=C(C=1)CC1C(=O)N(C(N[C@H](CC)C(O)=O)=O)CC(=O)NC1.[Cl:65][C:66]1[CH:74]=[CH:73][C:72]([S:75]([N:78]2[C:84](=[O:85])[CH:83]([CH2:86][C:87]3[CH:92]=[C:91]([Cl:93])[CH:90]=[CH:89][C:88]=3[O:94][CH3:95])[CH2:82][NH:81][C:80](=[O:96])[CH2:79]2)(=[O:77])=[O:76])=[CH:71][C:67]=1[C:68](O)=[O:69].Cl.C(OC(=O)CN)(C)(C)C.[CH:107]1([NH2:113])[CH2:112][CH2:111][CH2:110][CH2:109][CH2:108]1, predict the reaction product. The product is: [Cl:65][C:66]1[CH:74]=[CH:73][C:72]([S:75]([N:78]2[C:84](=[O:85])[CH:83]([CH2:86][C:87]3[CH:92]=[C:91]([Cl:93])[CH:90]=[CH:89][C:88]=3[O:94][CH3:95])[CH2:82][NH:81][C:80](=[O:96])[CH2:79]2)(=[O:76])=[O:77])=[CH:71][C:67]=1[C:68]([NH:113][CH:107]1[CH2:112][CH2:111][CH2:110][CH2:109][CH2:108]1)=[O:69]. (5) Given the reactants [C:1]([O:5][C:6]([NH:8][CH:9]([CH2:13][CH:14]=[CH2:15])[C:10]([OH:12])=[O:11])=[O:7])([CH3:4])([CH3:3])[CH3:2].[C:16](=O)([O-])[O-].[K+].[K+].CI, predict the reaction product. The product is: [CH3:16][O:11][C:10](=[O:12])[CH:9]([NH:8][C:6]([O:5][C:1]([CH3:4])([CH3:3])[CH3:2])=[O:7])[CH2:13][CH:14]=[CH2:15]. (6) Given the reactants C1(P(=O)(C2C=CC=CC=2)C2C=CC=CC=2)C=CC=CC=1.FC(F)(F)S(OS(C(F)(F)F)(=O)=O)(=O)=O.[CH2:36]([N:38]([S:73]([C:76]1[S:77][CH:78]=[CH:79][CH:80]=1)(=[O:75])=[O:74])[C:39]1[CH:40]=[CH:41][CH:42]=[C:43]2[C:47]=1[NH:46][C:45]([C:48]([NH:50][CH2:51][CH2:52][S:53]C(C1C=CC=CC=1)(C1C=CC=CC=1)C1C=CC=CC=1)=O)=[CH:44]2)[CH3:37], predict the reaction product. The product is: [S:53]1[CH2:52][CH2:51][N:50]=[C:48]1[C:45]1[NH:46][C:47]2[C:43]([CH:44]=1)=[CH:42][CH:41]=[CH:40][C:39]=2[N:38]([CH2:36][CH3:37])[S:73]([C:76]1[S:77][CH:78]=[CH:79][CH:80]=1)(=[O:75])=[O:74].